Dataset: Catalyst prediction with 721,799 reactions and 888 catalyst types from USPTO. Task: Predict which catalyst facilitates the given reaction. (1) Product: [CH3:1][C:2]([CH3:22])([CH3:21])[C:3]([NH:5][C:6]1[C:15]([C:16]([O:18][CH3:19])=[O:17])=[C:14]2[C:9]([CH2:10][C:11](=[O:20])[CH2:12][O:13]2)=[CH:8][CH:7]=1)=[O:4]. Reactant: [CH3:1][C:2]([CH3:22])([CH3:21])[C:3]([NH:5][C:6]1[C:15]([C:16]([O:18][CH3:19])=[O:17])=[C:14]2[C:9]([CH2:10][CH:11]([OH:20])[CH2:12][O:13]2)=[CH:8][CH:7]=1)=[O:4]. The catalyst class is: 2. (2) Reactant: [F:1][C:2]1[C:3]([O:20][CH3:21])=[C:4]([C@H:8]([CH2:18][CH3:19])[CH2:9][C@:10]([OH:17])([C:13]([F:16])([F:15])[F:14])[CH:11]=O)[CH:5]=[CH:6][CH:7]=1.[NH2:22][C:23]1[CH:31]=[CH:30][CH:29]=[C:28]2[C:24]=1[CH:25]=[N:26][N:27]2[C:32]1[CH:33]=[N:34][C:35]([F:38])=[CH:36][CH:37]=1. Product: [F:1][C:2]1[C:3]([O:20][CH3:21])=[C:4]([CH:8]([CH2:18][CH3:19])[CH2:9][C:10]([C:13]([F:14])([F:15])[F:16])([OH:17])[CH:11]=[N:22][C:23]2[CH:31]=[CH:30][CH:29]=[C:28]3[C:24]=2[CH:25]=[N:26][N:27]3[C:32]2[CH:33]=[N:34][C:35]([F:38])=[CH:36][CH:37]=2)[CH:5]=[CH:6][CH:7]=1. The catalyst class is: 15.